Dataset: Human liver microsome stability data. Task: Regression/Classification. Given a drug SMILES string, predict its absorption, distribution, metabolism, or excretion properties. Task type varies by dataset: regression for continuous measurements (e.g., permeability, clearance, half-life) or binary classification for categorical outcomes (e.g., BBB penetration, CYP inhibition). Dataset: hlm. (1) The drug is CCCCN(CCCC)CCOc1ccc2c(O)c3c(Cl)c(Cl)ccc3nc2c1. The result is 1 (stable in human liver microsomes). (2) The compound is CCS(=O)(=O)c1ccc2oc(-c3ccc(Cl)cc3)nc2c1. The result is 0 (unstable in human liver microsomes). (3) The result is 1 (stable in human liver microsomes). The drug is CC1CCCCC1NC(=O)NCCOc1nnc(C2CC2)n1-c1ccccc1. (4) The compound is N#CCC(=O)NCCSc1nonc1C(=NO)Nc1ccc(F)c(C(F)F)c1. The result is 0 (unstable in human liver microsomes). (5) The drug is COc1cccc2c(C(=O)N3C[C@H]4CCCN4C[C@H]3C)cn(CC3CCCCC3)c12. The result is 1 (stable in human liver microsomes). (6) The drug is Cc1ccc(NC(=O)c2ccc(P(=O)(O)O)cc2)cc1Nc1nccc(-c2cccnc2)n1. The result is 0 (unstable in human liver microsomes). (7) The molecule is Nc1ncccc1-c1nc2ccc(-c3ccccc3)nc2n1-c1ccc(C2(N)CCC2)cc1. The result is 0 (unstable in human liver microsomes). (8) The result is 0 (unstable in human liver microsomes). The drug is COc1ccc2c(c1)[C@@H]1C[C@]1(C(=O)N1C3CCC1CN(C)C3)Cn1c-2c(C2CCCCC2)c2ccc(C(=O)NS(=O)(=O)CC(C)C)cc21. (9) The compound is CC[C@@H](Cn1cc(C)c2ccccc21)NS(=O)(=O)c1c(N)cc(Cl)cc1Cl. The result is 1 (stable in human liver microsomes). (10) The molecule is C=CCCCS(=O)(=O)NC(=O)c1ccccc1NC(=O)[C@@H](NC(=O)OC(C)(C)C)c1ccc(Oc2cc(OC)nc(-c3ccccc3)n2)cc1. The result is 1 (stable in human liver microsomes).